This data is from Peptide-MHC class I binding affinity with 185,985 pairs from IEDB/IMGT. The task is: Regression. Given a peptide amino acid sequence and an MHC pseudo amino acid sequence, predict their binding affinity value. This is MHC class I binding data. (1) The MHC is HLA-A68:01 with pseudo-sequence HLA-A68:01. The binding affinity (normalized) is 0.647. The peptide sequence is MVGANASDR. (2) The peptide sequence is LSFLYTLEL. The MHC is H-2-Kb with pseudo-sequence H-2-Kb. The binding affinity (normalized) is 0.533.